This data is from CYP2C9 inhibition data for predicting drug metabolism from PubChem BioAssay. The task is: Regression/Classification. Given a drug SMILES string, predict its absorption, distribution, metabolism, or excretion properties. Task type varies by dataset: regression for continuous measurements (e.g., permeability, clearance, half-life) or binary classification for categorical outcomes (e.g., BBB penetration, CYP inhibition). Dataset: cyp2c9_veith. The result is 0 (non-inhibitor). The compound is CCOC(=O)c1c(C)c(C)n2c1NC(=O)C2.